Dataset: Full USPTO retrosynthesis dataset with 1.9M reactions from patents (1976-2016). Task: Predict the reactants needed to synthesize the given product. (1) Given the product [CH:32]1([NH:38][C:29]([C:22]2[O:23][C:24]([CH3:28])=[CH:25][C:26](=[O:27])[C:21]=2[O:20][CH2:13][C:14]2[CH:15]=[CH:16][CH:17]=[CH:18][CH:19]=2)=[O:31])[CH2:37][CH2:36][CH2:35][CH2:34][CH2:33]1, predict the reactants needed to synthesize it. The reactants are: C(N1C=CN=C1)(N1C=CN=C1)=O.[CH2:13]([O:20][C:21]1[C:26](=[O:27])[CH:25]=[C:24]([CH3:28])[O:23][C:22]=1[C:29]([OH:31])=O)[C:14]1[CH:19]=[CH:18][CH:17]=[CH:16][CH:15]=1.[CH:32]1([NH2:38])[CH2:37][CH2:36][CH2:35][CH2:34][CH2:33]1. (2) Given the product [Cl:13][C:10]1[C:9]2[C:4](=[CH:5][C:6]([F:15])=[CH:7][C:8]=2[F:14])[N:3]=[C:2]([N:19]2[CH2:18][CH2:17][N:16]([C:22]([O:24][C:25]([CH3:28])([CH3:27])[CH3:26])=[O:23])[CH2:21][CH2:20]2)[C:11]=1[CH3:12], predict the reactants needed to synthesize it. The reactants are: Cl[C:2]1[C:11]([CH3:12])=[C:10]([Cl:13])[C:9]2[C:4](=[CH:5][C:6]([F:15])=[CH:7][C:8]=2[F:14])[N:3]=1.[N:16]1([C:22]([O:24][C:25]([CH3:28])([CH3:27])[CH3:26])=[O:23])[CH2:21][CH2:20][NH:19][CH2:18][CH2:17]1.C(N(CC)CC)C. (3) The reactants are: [C:1]([C:4]1[CH:9]=[CH:8][C:7]([NH:10][C:11](=[O:13])[CH3:12])=[C:6]([N+:14]([O-:16])=[O:15])[C:5]=1[OH:17])(=[O:3])[CH3:2].C(N(CC)CC)C.[CH2:25]([N:32]([CH3:44])[C:33]1[C:41]([F:42])=[CH:40][C:36]([C:37](Cl)=[O:38])=[CH:35][C:34]=1[F:43])C1C=CC=CC=1. Given the product [CH3:25][N:32]([CH3:44])[C:33]1[C:34]([F:43])=[CH:35][C:36]([C:37]([O:17][C:5]2[C:4]([C:1](=[O:3])[CH3:2])=[CH:9][CH:8]=[C:7]([NH:10][C:11](=[O:13])[CH3:12])[C:6]=2[N+:14]([O-:16])=[O:15])=[O:38])=[CH:40][C:41]=1[F:42], predict the reactants needed to synthesize it. (4) Given the product [Cl:25][CH2:2][CH2:3][CH2:4][CH2:5][C:6]1[N:10]([CH3:11])[N:9]=[C:8]([C:12]#[N:14])[CH:7]=1, predict the reactants needed to synthesize it. The reactants are: O[CH2:2][CH2:3][CH2:4][CH2:5][C:6]1[N:10]([CH3:11])[N:9]=[C:8]([C:12]([NH2:14])=O)[CH:7]=1.C(=O)([O-])[O-].[Na+].[Na+].[OH-].[Na+].P(Cl)(Cl)([Cl:25])=O. (5) The reactants are: [Br:1][C:2]1[CH:3]=[C:4]([CH:8]=[C:9]([I:11])[CH:10]=1)[C:5]([OH:7])=[O:6].C(=O)([O-])[O-].[K+].[K+].Br[CH2:19][CH2:20][O:21][CH2:22][C:23]1[CH:28]=[CH:27][CH:26]=[CH:25][CH:24]=1.O. Given the product [CH2:22]([O:21][CH2:20][CH2:19][O:6][C:5](=[O:7])[C:4]1[CH:8]=[C:9]([I:11])[CH:10]=[C:2]([Br:1])[CH:3]=1)[C:23]1[CH:28]=[CH:27][CH:26]=[CH:25][CH:24]=1, predict the reactants needed to synthesize it. (6) Given the product [NH2:32][CH2:31][CH2:30][CH2:29][N:26]1[CH2:27][CH2:28][N:23]([C:20]2[CH:21]=[CH:22][C:17]([NH:16][C:9]3[N:8]=[CH:7][C:6]4[N:5]([CH3:45])[C:4](=[O:46])[C@@H:3]([CH2:1][CH3:2])[N:12]([CH:13]([CH3:14])[CH3:15])[C:11]=4[N:10]=3)=[C:18]([O:43][CH3:44])[CH:19]=2)[CH2:24][CH2:25]1, predict the reactants needed to synthesize it. The reactants are: [CH2:1]([C@H:3]1[N:12]([CH:13]([CH3:15])[CH3:14])[C:11]2[N:10]=[C:9]([NH:16][C:17]3[CH:22]=[CH:21][C:20]([N:23]4[CH2:28][CH2:27][N:26]([CH2:29][CH2:30][CH2:31][NH:32]C(=O)OCC5C=CC=CC=5)[CH2:25][CH2:24]4)=[CH:19][C:18]=3[O:43][CH3:44])[N:8]=[CH:7][C:6]=2[N:5]([CH3:45])[C:4]1=[O:46])[CH3:2].[H][H].